This data is from Reaction yield outcomes from USPTO patents with 853,638 reactions. The task is: Predict the reaction yield, written as a fraction of the theoretical maximum amount of product (1.0 means a 100% yield; for example, 0.34 means a 34% yield). (1) The reactants are [N+:1]([C:4]1[CH:11]=[CH:10][C:7]([CH:8]=[O:9])=[CH:6][CH:5]=1)([O-:3])=[O:2].[P:12]([O-:19])([O:16][CH2:17][CH3:18])[O:13][CH2:14][CH3:15]. The catalyst is C1COCC1. The product is [N+:1]([C:4]1[CH:5]=[CH:6][C:7]([CH:8]([P:12](=[O:19])([O:16][CH2:17][CH3:18])[O:13][CH2:14][CH3:15])[OH:9])=[CH:10][CH:11]=1)([O-:3])=[O:2]. The yield is 0.780. (2) The reactants are Br[CH2:2][CH2:3][CH2:4][OH:5].[CH3:6][N:7]1[CH2:12][CH2:11][NH:10][CH2:9][CH2:8]1.C(=O)([O-])[O-].[K+].[K+]. The product is [OH:5][CH2:4][CH2:3][CH2:2][N:10]1[CH2:11][CH2:12][N:7]([CH3:6])[CH2:8][CH2:9]1. The catalyst is C(O)C. The yield is 0.530. (3) The reactants are [O:1]=[S:2]1(=[O:49])[CH2:7][CH2:6][N:5]([CH2:8][CH2:9][NH:10][C@:11]23[CH2:45][CH2:44][C@@H:43]([C:46]([CH3:48])=[CH2:47])[C@@H:12]2[C@@H:13]2[C@@:26]([CH3:29])([CH2:27][CH2:28]3)[C@@:25]3([CH3:30])[C@@H:16]([C@:17]4([CH3:42])[C@@H:22]([CH2:23][CH2:24]3)[C:21]([CH3:32])([CH3:31])[C:20]([C:33]3[CH:41]=[CH:40][C:36]([C:37](Cl)=[O:38])=[CH:35][CH:34]=3)=[CH:19][CH2:18]4)[CH2:15][CH2:14]2)[CH2:4][CH2:3]1.[CH:50]1([S:53]([NH2:56])(=[O:55])=[O:54])[CH2:52][CH2:51]1.CCN(C(C)C)C(C)C. The catalyst is CN(C1C=CN=CC=1)C.ClCCl. The product is [CH:50]1([S:53]([NH:56][C:37](=[O:38])[C:36]2[CH:35]=[CH:34][C:33]([C:20]3[C:21]([CH3:32])([CH3:31])[C@H:22]4[C@:17]([CH3:42])([CH2:18][CH:19]=3)[C@@H:16]3[C@:25]([CH3:30])([C@@:26]5([CH3:29])[C@H:13]([CH2:14][CH2:15]3)[C@H:12]3[C@H:43]([C:46]([CH3:48])=[CH2:47])[CH2:44][CH2:45][C@:11]3([NH:10][CH2:9][CH2:8][N:5]3[CH2:6][CH2:7][S:2](=[O:1])(=[O:49])[CH2:3][CH2:4]3)[CH2:28][CH2:27]5)[CH2:24][CH2:23]4)=[CH:41][CH:40]=2)(=[O:55])=[O:54])[CH2:52][CH2:51]1. The yield is 0.110. (4) The product is [C:11]1([CH3:16])[CH:12]=[CH:13][CH:14]=[CH:15][C:10]=1[CH:9]([C:17]1[CH:22]=[CH:21][CH:20]=[CH:19][C:18]=1[CH3:23])[CH2:3][C:4]([OH:6])=[O:5]. The reactants are C([C:3](=[C:9]([C:17]1[CH:22]=[CH:21][CH:20]=[CH:19][C:18]=1[CH3:23])[C:10]1[CH:15]=[CH:14][CH:13]=[CH:12][C:11]=1[CH3:16])[C:4]([O:6]CC)=[O:5])#N. The yield is 0.620. The catalyst is O.OS(O)(=O)=O.CC(O)=O. (5) The reactants are [Br:1][C:2]1[CH:8]=[CH:7][C:5]([NH2:6])=[C:4]([F:9])[C:3]=1[F:10].ClC(Cl)(Cl)C[O:14][C:15](=O)[NH:16][C:17]1[CH:22]=[CH:21][C:20]([C:23](=[O:27])[N:24]([CH3:26])[CH3:25])=[CH:19][CH:18]=1.C1(C)C=CC=CC=1. The catalyst is C(OCC)(=O)C. The product is [Br:1][C:2]1[CH:8]=[CH:7][C:5]([NH:6][C:15](=[O:14])[NH:16][C:17]2[CH:22]=[CH:21][C:20]([C:23]([N:24]([CH3:26])[CH3:25])=[O:27])=[CH:19][CH:18]=2)=[C:4]([F:9])[C:3]=1[F:10]. The yield is 0.360. (6) The reactants are [CH3:1][C:2]1[C:10]([CH3:12])([CH3:11])[C:9]2[C:4](=[CH:5][CH:6]=[CH:7][CH:8]=2)[N:3]=1.[Br:13][CH2:14][CH2:15][CH2:16][C:17]([O:19][CH2:20][CH3:21])=[O:18]. The catalyst is C(OCC)(=O)C. The product is [Br-:13].[CH2:20]([O:19][C:17](=[O:18])[CH2:16][CH2:15][CH2:14][N+:3]1[C:4]2[C:9](=[CH:8][CH:7]=[CH:6][CH:5]=2)[C:10]([CH3:12])([CH3:11])[C:2]=1[CH3:1])[CH3:21]. The yield is 0.730. (7) The catalyst is CCO. The reactants are [NH2:1][CH2:2][C:3]1[CH:7]=[CH:6][S:5][C:4]=1[C:8]([O:10]C)=O.C([O-])([O-])=O.[K+].[K+].CO. The yield is 0.600. The product is [S:5]1[C:4]2[C:8](=[O:10])[NH:1][CH2:2][C:3]=2[CH:7]=[CH:6]1. (8) The reactants are [Cl:1][C:2]1[CH:3]=[CH:4][C:5]2[N:6]=[CH:7][N:8]=[C:9](OC3CCOCC3)[C:10]=2[N:11]=1.[CH:19]1([NH2:24])[CH2:23][CH2:22][CH2:21][CH2:20]1.CC(C)([O-])C.[Na+]. The catalyst is O1CCOCC1. The product is [Cl:1][C:2]1[CH:3]=[CH:4][C:5]2[N:6]=[CH:7][N:8]=[C:9]([NH:24][CH:19]3[CH2:23][CH2:22][CH2:21][CH2:20]3)[C:10]=2[N:11]=1. The yield is 0.350. (9) The reactants are [CH:1]1[C:6]2[C:7](=[O:16])[NH:8][C:9]3[CH:15]=[CH:14][CH:13]=[CH:12][C:10]=3[O:11][C:5]=2[CH:4]=[CH:3][CH:2]=1.C(N(CC)CC)C.[CH2:24]([O:26][C:27]([C:29]1[CH:34]=[CH:33][C:32](B(O)O)=[CH:31][CH:30]=1)=[O:28])[CH3:25]. The catalyst is C1COCC1.ClCCl.C(OCC)(=O)C.C(O[Cu]OC(=O)C)(=O)C. The product is [O:16]=[C:7]1[C:6]2[CH:1]=[CH:2][CH:3]=[CH:4][C:5]=2[O:11][C:10]2[CH:12]=[CH:13][CH:14]=[CH:15][C:9]=2[N:8]1[C:32]1[CH:33]=[CH:34][C:29]([C:27]([O:26][CH2:24][CH3:25])=[O:28])=[CH:30][CH:31]=1. The yield is 0.230.